This data is from Full USPTO retrosynthesis dataset with 1.9M reactions from patents (1976-2016). The task is: Predict the reactants needed to synthesize the given product. (1) The reactants are: [H-].[H-].[H-].[H-].[Li+].[Al+3].[NH2:7][C:8]1[CH:16]=[CH:15][CH:14]=[C:13]([O:17][CH3:18])[C:9]=1[C:10](O)=[O:11]. Given the product [NH2:7][C:8]1[CH:16]=[CH:15][CH:14]=[C:13]([O:17][CH3:18])[C:9]=1[CH2:10][OH:11], predict the reactants needed to synthesize it. (2) The reactants are: [F:1][C:2]1[CH:7]=[CH:6][C:5]([OH:8])=[CH:4][CH:3]=1.F[C:10]1[CH:17]=[CH:16][C:13]([CH:14]=[O:15])=[CH:12][CH:11]=1.C([O-])([O-])=O.[K+].[K+]. Given the product [F:1][C:2]1[CH:7]=[CH:6][C:5]([O:8][CH:14]([OH:15])[C:13]2[CH:16]=[CH:17][CH:10]=[CH:11][CH:12]=2)=[CH:4][CH:3]=1, predict the reactants needed to synthesize it. (3) The reactants are: C([O:3][C:4](=[O:29])[CH2:5][C:6]1[CH:11]=[CH:10][C:9]([O:12][CH2:13]/[CH:14]=[C:15](/[C:22]2[CH:27]=[CH:26][C:25]([Br:28])=[CH:24][CH:23]=2)\[C:16]2[CH:21]=[CH:20][CH:19]=[CH:18][CH:17]=2)=[CH:8][CH:7]=1)C.[OH-].[Na+].O. Given the product [Br:28][C:25]1[CH:24]=[CH:23][C:22](/[C:15](/[C:16]2[CH:17]=[CH:18][CH:19]=[CH:20][CH:21]=2)=[CH:14]/[CH2:13][O:12][C:9]2[CH:10]=[CH:11][C:6]([CH2:5][C:4]([OH:29])=[O:3])=[CH:7][CH:8]=2)=[CH:27][CH:26]=1, predict the reactants needed to synthesize it. (4) Given the product [Cl:16][C:17]1[CH:24]=[CH:23][C:20]([CH2:21][NH:22][C:13](=[O:14])[CH2:12][CH2:11][C:5]2[CH:6]=[CH:7][C:8]([O:9][CH3:10])=[C:3]([O:2][CH3:1])[CH:4]=2)=[CH:19][CH:18]=1, predict the reactants needed to synthesize it. The reactants are: [CH3:1][O:2][C:3]1[CH:4]=[C:5]([CH2:11][CH2:12][C:13](Cl)=[O:14])[CH:6]=[CH:7][C:8]=1[O:9][CH3:10].[Cl:16][C:17]1[CH:24]=[CH:23][C:20]([CH2:21][NH2:22])=[CH:19][CH:18]=1. (5) Given the product [O:13]1[C:17]2[CH:18]=[CH:19][CH:20]=[CH:21][C:16]=2[CH:15]=[C:14]1[C:22]([NH:24][C:25]1([C:31]([NH:33][CH:34]2[CH2:39][CH2:38][N:37]([C:40]3[CH:45]=[CH:44][CH:43]=[CH:42][C:41]=3[NH:46][N:50]3[CH2:51][CH:52]=[CH:49][CH2:48]3)[CH2:36][CH:35]2[OH:47])=[O:32])[CH2:30][CH2:29][CH2:28][CH2:27][CH2:26]1)=[O:23], predict the reactants needed to synthesize it. The reactants are: C(OC/C=C\COC(=O)C)(=O)C.[O:13]1[C:17]2[CH:18]=[CH:19][CH:20]=[CH:21][C:16]=2[CH:15]=[C:14]1[C:22]([NH:24][C:25]1([C:31]([NH:33][CH:34]2[CH2:39][CH2:38][N:37]([C:40]3[CH:45]=[CH:44][CH:43]=[CH:42][C:41]=3[NH2:46])[CH2:36][CH:35]2[OH:47])=[O:32])[CH2:30][CH2:29][CH2:28][CH2:27][CH2:26]1)=[O:23].[CH2:48]([N:50](CC)[CH2:51][CH3:52])[CH3:49]. (6) Given the product [N:1]1([CH:6]([C:8]2[CH:36]=[CH:35][C:11]([CH2:12][N:13]3[CH:21]=[C:20]4[C:15]([N:16]=[C:17]([C:39]#[N:40])[N:18]=[C:19]4[NH:22][CH2:23][C:24]4[C:29]([Cl:30])=[CH:28][CH:27]=[C:26]([OH:31])[C:25]=4[F:33])=[N:14]3)=[CH:10][CH:9]=2)[CH3:7])[CH:5]=[CH:4][CH:3]=[N:2]1, predict the reactants needed to synthesize it. The reactants are: [N:1]1([CH:6]([C:8]2[CH:36]=[CH:35][C:11]([CH2:12][N:13]3[CH:21]=[C:20]4[C:15]([N:16]=[C:17](Cl)[N:18]=[C:19]4[NH:22][CH2:23][C:24]4[C:29]([Cl:30])=[CH:28][CH:27]=[C:26]([O:31]C)[C:25]=4[F:33])=[N:14]3)=[CH:10][CH:9]=2)[CH3:7])[CH:5]=[CH:4][CH:3]=[N:2]1.[I-].[K+].[C-:39]#[N:40].[Na+].